From a dataset of Full USPTO retrosynthesis dataset with 1.9M reactions from patents (1976-2016). Predict the reactants needed to synthesize the given product. (1) Given the product [CH2:1]([O:3][C:4](=[O:28])/[C:5](=[CH:13]/[C:14]1[CH:19]=[CH:18][C:17]([N:20]2[CH:24]=[C:23]([CH3:25])[N:22]=[CH:21]2)=[C:16]([O:26][CH3:27])[CH:15]=1)/[CH2:6][CH2:7][CH:8]=[O:9])[CH3:2], predict the reactants needed to synthesize it. The reactants are: [CH2:1]([O:3][C:4](=[O:28])/[C:5](=[CH:13]/[C:14]1[CH:19]=[CH:18][C:17]([N:20]2[CH:24]=[C:23]([CH3:25])[N:22]=[CH:21]2)=[C:16]([O:26][CH3:27])[CH:15]=1)/[CH2:6][CH2:7][CH:8]1OCC[O:9]1)[CH3:2].C(O)(=O)C.FC(F)(F)C(O)=O.O.C(=O)(O)[O-].[Na+]. (2) Given the product [CH:52]([C:55]1[CH:60]=[CH:59][C:58]([CH3:61])=[CH:57][C:56]=1[NH:62][C:63]([NH:65][C:29]([NH:26][CH:21]1[CH2:20][C:19]2[C:23](=[CH:24][CH:25]=[C:17]([C:14]3[N:15]=[CH:16][N:12]([C:9]4[CH:10]=[CH:11][C:6]([O:5][C:4]([F:3])([F:27])[F:28])=[CH:7][CH:8]=4)[N:13]=3)[CH:18]=2)[CH2:22]1)=[O:32])=[S:64])([CH3:54])[CH3:53], predict the reactants needed to synthesize it. The reactants are: Cl.Cl.[F:3][C:4]([F:28])([F:27])[O:5][C:6]1[CH:11]=[CH:10][C:9]([N:12]2[CH:16]=[N:15][C:14]([C:17]3[CH:18]=[C:19]4[C:23](=[CH:24][CH:25]=3)[CH2:22][CH:21]([NH2:26])[CH2:20]4)=[N:13]2)=[CH:8][CH:7]=1.[C:29](=[O:32])(O)[O-].[Na+].ClC(Cl)(OC(=O)OC(Cl)(Cl)Cl)Cl.C(=O)([O-])[O-].[Cs+].[Cs+].[CH:52]([C:55]1[CH:60]=[CH:59][C:58]([CH3:61])=[CH:57][C:56]=1[NH:62][C:63]([NH2:65])=[S:64])([CH3:54])[CH3:53]. (3) The reactants are: [SH:1][CH2:2][C:3]1[N:4]=[C:5]([CH3:13])[S:6][C:7]=1[C:8](OCC)=[O:9].O. Given the product [SH:1][CH2:2][C:3]1[N:4]=[C:5]([CH3:13])[S:6][C:7]=1[CH:8]=[O:9], predict the reactants needed to synthesize it. (4) Given the product [Cl:1][C:2]1[C:8]([F:9])=[CH:7][C:5]([N:6]2[CH:15]=[N:13][N:12]=[N:11]2)=[C:4]([I:10])[CH:3]=1, predict the reactants needed to synthesize it. The reactants are: [Cl:1][C:2]1[C:8]([F:9])=[CH:7][C:5]([NH2:6])=[C:4]([I:10])[CH:3]=1.[N-:11]=[N+:12]=[N-:13].[Na+].[CH:15](OC)(OC)OC. (5) Given the product [F:20][C:15]1[CH:16]=[CH:17][CH:18]=[CH:19][C:14]=1[C:11]1[CH:12]=[CH:13][C:8]2[N:7]=[C:24]([C:25]3[CH:30]=[CH:29][CH:28]=[C:27]([C:31]4[CH:36]=[N:35][CH:34]=[CH:33][N:32]=4)[CH:26]=3)[CH2:23][C:22](=[O:38])[NH:21][C:9]=2[CH:10]=1, predict the reactants needed to synthesize it. The reactants are: C(OC(=O)[NH:7][C:8]1[CH:13]=[CH:12][C:11]([C:14]2[CH:19]=[CH:18][CH:17]=[CH:16][C:15]=2[F:20])=[CH:10][C:9]=1[NH:21][C:22](=[O:38])[CH2:23][C:24](=O)[C:25]1[CH:30]=[CH:29][CH:28]=[C:27]([C:31]2[CH:36]=[N:35][CH:34]=[CH:33][N:32]=2)[CH:26]=1)(C)(C)C.C(O)(C(F)(F)F)=O. (6) The reactants are: Cl[C:2]1[CH:3]=[C:4]2[C:10]([C:11]3[CH:12]=[C:13]([NH:17][C@H:18]([C:22]([NH:24][CH2:25][C:26]([F:29])([F:28])[F:27])=[O:23])[CH:19]([CH3:21])[CH3:20])[CH:14]=[N:15][CH:16]=3)=[CH:9][N:8]([CH2:30][O:31][CH2:32][CH2:33][Si:34]([CH3:37])([CH3:36])[CH3:35])[C:5]2=[N:6][CH:7]=1.[CH3:38][N:39]1[CH:43]=[C:42](B2OC(C)(C)C(C)(C)O2)[CH:41]=[N:40]1.CC(C1C=C(C(C)C)C(C2C=CC=CC=2P(C2CCCCC2)C2CCCCC2)=C(C(C)C)C=1)C.P([O-])([O-])([O-])=O. Given the product [CH3:38][N:39]1[CH:43]=[C:42]([C:2]2[CH:3]=[C:4]3[C:10]([C:11]4[CH:12]=[C:13]([NH:17][C@H:18]([C:22]([NH:24][CH2:25][C:26]([F:27])([F:28])[F:29])=[O:23])[CH:19]([CH3:21])[CH3:20])[CH:14]=[N:15][CH:16]=4)=[CH:9][N:8]([CH2:30][O:31][CH2:32][CH2:33][Si:34]([CH3:37])([CH3:36])[CH3:35])[C:5]3=[N:6][CH:7]=2)[CH:41]=[N:40]1, predict the reactants needed to synthesize it. (7) Given the product [Br:1][C:2]1[CH:3]=[C:4]2[C:9](=[CH:10][CH:11]=1)[C:8](=[O:12])[NH:7][C:6](=[O:13])[C:5]2=[CH:14][O:17][CH3:18], predict the reactants needed to synthesize it. The reactants are: [Br:1][C:2]1[CH:3]=[C:4]2[C:9](=[CH:10][CH:11]=1)[C:8](=[O:12])[NH:7][C:6](=[O:13])[CH2:5]2.[C:14]([O:17][C:18](=O)C)(=O)C.COC(OC)OC.